From a dataset of Forward reaction prediction with 1.9M reactions from USPTO patents (1976-2016). Predict the product of the given reaction. Given the reactants [NH2:1][C:2]1[N:7]=[CH:6][N:5]=[C:4]2[N:8]([CH:28]3[CH2:33][CH2:32][N:31](C(OC(C)(C)C)=O)[CH2:30][CH2:29]3)[N:9]=[C:10]([C:11]3[CH:12]=[C:13]4[C:17](=[CH:18][CH:19]=3)[N:16]([CH2:20][C:21]3[CH:26]=[CH:25][CH:24]=[CH:23][C:22]=3[Cl:27])[CH:15]=[CH:14]4)[C:3]=12.C(O)(C(F)(F)F)=O, predict the reaction product. The product is: [Cl:27][C:22]1[CH:23]=[CH:24][CH:25]=[CH:26][C:21]=1[CH2:20][N:16]1[C:17]2[C:13](=[CH:12][C:11]([C:10]3[C:3]4[C:4](=[N:5][CH:6]=[N:7][C:2]=4[NH2:1])[N:8]([CH:28]4[CH2:29][CH2:30][NH:31][CH2:32][CH2:33]4)[N:9]=3)=[CH:19][CH:18]=2)[CH:14]=[CH:15]1.